Regression. Given a peptide amino acid sequence and an MHC pseudo amino acid sequence, predict their binding affinity value. This is MHC class I binding data. From a dataset of Peptide-MHC class I binding affinity with 185,985 pairs from IEDB/IMGT. (1) The peptide sequence is SEHFSLLFL. The MHC is HLA-B57:01 with pseudo-sequence HLA-B57:01. The binding affinity (normalized) is 0.0847. (2) The MHC is Mamu-A01 with pseudo-sequence Mamu-A01. The binding affinity (normalized) is 0. The peptide sequence is SPPKQARKDMA. (3) The peptide sequence is YEFLQPILL. The MHC is Mamu-B03 with pseudo-sequence Mamu-B03. The binding affinity (normalized) is 0. (4) The MHC is HLA-B08:01 with pseudo-sequence HLA-B08:01. The peptide sequence is FPVKPQVPLR. The binding affinity (normalized) is 0.0325. (5) The peptide sequence is EENLLDFVRF. The MHC is HLA-A26:01 with pseudo-sequence HLA-A26:01. The binding affinity (normalized) is 0. (6) The peptide sequence is PYLFWLAAI. The MHC is HLA-B53:01 with pseudo-sequence HLA-B53:01. The binding affinity (normalized) is 0.0157.